Predict which catalyst facilitates the given reaction. From a dataset of Catalyst prediction with 721,799 reactions and 888 catalyst types from USPTO. Reactant: [F:1][C:2]([F:30])([F:29])[C:3]1[CH:4]=[C:5]([NH:9][C:10]([N:12]2[C:20]3[C:15](=[CH:16][C:17]([O:21][C:22]4[CH:27]=[C:26](Cl)[N:25]=[CH:24][N:23]=4)=[CH:18][CH:19]=3)[CH2:14][CH2:13]2)=[O:11])[CH:6]=[CH:7][CH:8]=1.[N-:31]=[N+:32]=[N-:33].[Na+].O. Product: [F:1][C:2]([F:30])([F:29])[C:3]1[CH:4]=[C:5]([NH:9][C:10]([N:12]2[C:20]3[C:15](=[CH:16][C:17]([O:21][C:22]4[CH:27]=[C:26]([N:31]=[N+:32]=[N-:33])[N:25]=[CH:24][N:23]=4)=[CH:18][CH:19]=3)[CH2:14][CH2:13]2)=[O:11])[CH:6]=[CH:7][CH:8]=1. The catalyst class is: 3.